From a dataset of Full USPTO retrosynthesis dataset with 1.9M reactions from patents (1976-2016). Predict the reactants needed to synthesize the given product. Given the product [F:25][C:24]([F:27])([F:26])[C:11]([OH:15])=[O:37].[S:1]1[C:5]2[CH:6]=[C:7]([N:10]3[CH2:14][CH2:13][N:12]([C:17]4[CH:18]=[N:19][CH:20]=[C:21]([C:24]([F:26])([F:27])[F:25])[C:22]=4[CH3:23])[C:11]3=[O:15])[CH:8]=[CH:9][C:4]=2[N:3]=[CH:2]1, predict the reactants needed to synthesize it. The reactants are: [S:1]1[C:5]2[CH:6]=[C:7]([N:10]3[CH2:14][CH2:13][NH:12][C:11]3=[O:15])[CH:8]=[CH:9][C:4]=2[N:3]=[CH:2]1.Br[C:17]1[CH:18]=[N:19][CH:20]=[C:21]([C:24]([F:27])([F:26])[F:25])[C:22]=1[CH3:23].N[C@@H]1CCCC[C@H]1N.P([O-])([O-])([O-])=[O:37].[K+].[K+].[K+].